This data is from Forward reaction prediction with 1.9M reactions from USPTO patents (1976-2016). The task is: Predict the product of the given reaction. Given the reactants [C:1]1(=[O:7])[O:6][CH2:5][CH2:4][CH2:3][CH2:2]1.Br[CH2:9][CH2:10][CH2:11][CH2:12][CH2:13][CH2:14][CH2:15][CH2:16][CH:17]=[CH2:18].C1(=O)OCC1.C([NH-])C=C, predict the reaction product. The product is: [CH2:18]([CH:2]1[CH2:3][CH2:4][CH2:5][O:6][C:1]1=[O:7])[CH2:17][CH2:16][CH2:15][CH2:14][CH2:13][CH2:12][CH2:11][CH:10]=[CH2:9].